This data is from Catalyst prediction with 721,799 reactions and 888 catalyst types from USPTO. The task is: Predict which catalyst facilitates the given reaction. Reactant: [Br:1][C:2]1[N:3]([CH:31]([CH3:33])[CH3:32])[C:4]([CH:10]([C:24]2[CH:29]=[CH:28][C:27]([Cl:30])=[CH:26][CH:25]=2)[NH:11][C:12]2[CH:13]=[C:14]([CH3:23])[C:15]3[N:16]([C:18]([CH2:21][F:22])=[N:19][N:20]=3)[CH:17]=2)=[C:5]([C:7](O)=[O:8])[N:6]=1.C([O-])(O)=O.[Na+]. Product: [Br:1][C:2]1[N:3]([CH:31]([CH3:33])[CH3:32])[C:4]2[CH:10]([C:24]3[CH:25]=[CH:26][C:27]([Cl:30])=[CH:28][CH:29]=3)[N:11]([C:12]3[CH:13]=[C:14]([CH3:23])[C:15]4[N:16]([C:18]([CH2:21][F:22])=[N:19][N:20]=4)[CH:17]=3)[C:7](=[O:8])[C:5]=2[N:6]=1. The catalyst class is: 2.